Task: Predict the reactants needed to synthesize the given product.. Dataset: Full USPTO retrosynthesis dataset with 1.9M reactions from patents (1976-2016) (1) Given the product [C:4]([N:8]1[CH:16]=[C:15]2[C:10]([C:11](=[O:35])[NH:12][C:13]3([CH2:21][CH2:20][N:19]([C:22]([C:24]4[CH:33]=[C:32]5[C:27]([CH:28]=[CH:29][C:30]([N:2]([CH3:3])[CH3:1])=[N:31]5)=[CH:26][CH:25]=4)=[O:23])[CH2:18][CH2:17]3)[CH2:14]2)=[N:9]1)([CH3:7])([CH3:6])[CH3:5], predict the reactants needed to synthesize it. The reactants are: [CH3:1][NH:2][CH3:3].[C:4]([N:8]1[CH:16]=[C:15]2[C:10]([C:11](=[O:35])[NH:12][C:13]3([CH2:21][CH2:20][N:19]([C:22]([C:24]4[CH:33]=[C:32]5[C:27]([CH:28]=[CH:29][C:30](Cl)=[N:31]5)=[CH:26][CH:25]=4)=[O:23])[CH2:18][CH2:17]3)[CH2:14]2)=[N:9]1)([CH3:7])([CH3:6])[CH3:5]. (2) Given the product [CH2:1]([C:3]1[C:11]2[C:6](=[CH:7][CH:8]=[CH:9][C:10]=2[NH:12][C:13]([C:15]2[N:19]3[CH:20]=[CH:21][CH:22]=[CH:23][C:18]3=[N:17][CH:16]=2)=[O:14])[N:5]([CH2:24][C:25]2[CH:30]=[CH:29][CH:28]=[C:27]([O:31][CH2:32][C@@H:33]3[C@@H:37]([OH:38])[CH2:36][CH2:35][N:34]3[CH3:43])[N:26]=2)[N:4]=1)[CH3:2], predict the reactants needed to synthesize it. The reactants are: [CH2:1]([C:3]1[C:11]2[C:6](=[CH:7][CH:8]=[CH:9][C:10]=2[NH:12][C:13]([C:15]2[N:19]3[CH:20]=[CH:21][CH:22]=[CH:23][C:18]3=[N:17][CH:16]=2)=[O:14])[N:5]([CH2:24][C:25]2[CH:30]=[CH:29][CH:28]=[C:27]([O:31][CH2:32][C@@H:33]3[C@@H:37]([OH:38])[CH2:36][CH2:35][NH:34]3)[N:26]=2)[N:4]=1)[CH3:2].C=O.[BH-](OC(C)=O)(OC(C)=O)O[C:43](C)=O.[Na+]. (3) Given the product [F:38][C:22]1[CH:21]=[C:20]([CH:25]=[CH:24][C:23]=1[NH:26][C:27]([NH:29][C:30]1[CH:35]=[C:34]([CH3:36])[CH:33]=[CH:32][C:31]=1[F:37])=[O:28])[O:19][C:17]1[CH:16]=[CH:15][N:14]=[C:13]([C:11]2[NH:10][CH:9]=[C:8]([C:6]([NH:5][CH2:4][CH2:3][CH2:2][N:1]([CH2:56][C:57]([O:58][CH3:59])=[O:54])[CH2:49][C:50]([O:52][CH3:53])=[O:51])=[O:7])[CH:12]=2)[CH:18]=1, predict the reactants needed to synthesize it. The reactants are: [NH2:1][CH2:2][CH2:3][CH2:4][NH:5][C:6]([C:8]1[CH:12]=[C:11]([C:13]2[CH:18]=[C:17]([O:19][C:20]3[CH:25]=[CH:24][C:23]([NH:26][C:27]([NH:29][C:30]4[CH:35]=[C:34]([CH3:36])[CH:33]=[CH:32][C:31]=4[F:37])=[O:28])=[C:22]([F:38])[CH:21]=3)[CH:16]=[CH:15][N:14]=2)[NH:10][CH:9]=1)=[O:7].C(N(CC)C(C)C)(C)C.Br[CH2:49][C:50]([O:52][CH3:53])=[O:51].[OH2:54].C1[CH2:59][O:58][CH2:57][CH2:56]1. (4) The reactants are: [C:1]([N:4]1[CH2:7][CH:6]([N:8]([CH2:37][CH3:38])[C:9]([C:11]2[S:15][C:14]3=[N:16][C:17]([C:27]4[CH:32]=[CH:31][C:30]([Cl:33])=[CH:29][CH:28]=4)([CH3:26])[CH:18]([C:19]4[CH:24]=[CH:23][C:22]([Cl:25])=[CH:21][CH:20]=4)[N:13]3[C:12]=2[CH:34]([CH3:36])[CH3:35])=[O:10])[CH2:5]1)(=O)[CH3:2].[CH2:39](OC1([Si](C)(C)C)CC1)C. Given the product [Cl:25][C:22]1[CH:23]=[CH:24][C:19]([CH:18]2[N:13]3[C:14]([S:15][C:11]([C:9]([N:8]([CH:6]4[CH2:5][N:4]([CH:1]5[CH2:2][CH2:39]5)[CH2:7]4)[CH2:37][CH3:38])=[O:10])=[C:12]3[CH:34]([CH3:35])[CH3:36])=[N:16][C:17]2([C:27]2[CH:32]=[CH:31][C:30]([Cl:33])=[CH:29][CH:28]=2)[CH3:26])=[CH:20][CH:21]=1, predict the reactants needed to synthesize it. (5) Given the product [F:21][C:22]1[CH:27]=[C:26]([F:28])[CH:25]=[CH:24][C:23]=1[C:7]1[NH:8][C:9]2[CH:10]=[CH:11][CH:12]=[C:13]3[C:19](=[O:20])[NH:18][CH2:17][CH2:16][C:15]=1[C:14]=23, predict the reactants needed to synthesize it. The reactants are: C1([C:7]2[NH:8][C:9]3[CH:10]=[CH:11][CH:12]=[C:13]4[C:19](=[O:20])[NH:18][CH2:17][CH2:16][C:15]=2[C:14]=34)C=CC=CC=1.[F:21][C:22]1[CH:27]=[C:26]([F:28])[CH:25]=[CH:24][C:23]=1B(O)O. (6) Given the product [CH3:15][O:16][C:17](=[O:29])[CH2:18][C@H:19]1[C:23]2[CH:24]=[CH:25][C:26]([O:12][C@H:10]3[C:11]4[C:7](=[CH:6][CH:5]=[CH:4][C:3]=4[C:2]([F:13])([F:14])[F:1])[CH2:8][CH2:9]3)=[CH:27][C:22]=2[O:21][CH2:20]1, predict the reactants needed to synthesize it. The reactants are: [F:1][C:2]([F:14])([F:13])[C:3]1[CH:4]=[CH:5][CH:6]=[C:7]2[C:11]=1[C@@H:10]([OH:12])[CH2:9][CH2:8]2.[CH3:15][O:16][C:17](=[O:29])[CH2:18][C@H:19]1[C:23]2[CH:24]=[CH:25][C:26](O)=[CH:27][C:22]=2[O:21][CH2:20]1.